This data is from Forward reaction prediction with 1.9M reactions from USPTO patents (1976-2016). The task is: Predict the product of the given reaction. (1) The product is: [Br:1][CH2:2][C@@H:3]([OH:25])[C@@H:4]([NH:14][C:15](=[O:24])[O:16][CH2:17][C:18]1[CH:23]=[CH:22][CH:21]=[CH:20][CH:19]=1)[CH2:5][C:6]1[CH:7]=[C:8]([Cl:13])[CH:9]=[C:10]([Cl:12])[CH:11]=1. Given the reactants [Br:1][CH2:2][C:3](=[O:25])[C@@H:4]([NH:14][C:15](=[O:24])[O:16][CH2:17][C:18]1[CH:23]=[CH:22][CH:21]=[CH:20][CH:19]=1)[CH2:5][C:6]1[CH:11]=[C:10]([Cl:12])[CH:9]=[C:8]([Cl:13])[CH:7]=1, predict the reaction product. (2) Given the reactants C([O:5][C:6]([C@H:8]1[CH2:12][CH2:11][CH2:10][N:9]1[C:13](=[O:44])[CH2:14][CH2:15][N:16]([CH2:28][CH2:29][C:30]([N:32]1[CH2:36][CH2:35][CH2:34][C@@H:33]1[C:37]([O:39]C(C)(C)C)=[O:38])=[O:31])[CH2:17][C:18]1[CH:23]=[CH:22][C:21]([O:24][CH3:25])=[C:20]([O:26][CH3:27])[CH:19]=1)=[O:7])(C)(C)C.[F:45][C:46]([F:51])([F:50])[C:47]([OH:49])=[O:48], predict the reaction product. The product is: [F:45][C:46]([F:51])([F:50])[C:47]([OH:49])=[O:48].[CH3:27][O:26][C:20]1[CH:19]=[C:18]([CH:23]=[CH:22][C:21]=1[O:24][CH3:25])[CH2:17][N:16]([CH2:15][CH2:14][C:13]([N:9]1[CH2:10][CH2:11][CH2:12][C@@H:8]1[C:6]([OH:7])=[O:5])=[O:44])[CH2:28][CH2:29][C:30]([N:32]1[CH2:36][CH2:35][CH2:34][C@@H:33]1[C:37]([OH:39])=[O:38])=[O:31]. (3) Given the reactants [Cl:1][C:2]1[C:3]([CH2:8][C:9]([O:11]CC)=[O:10])=[N:4][CH:5]=[CH:6][CH:7]=1.[OH-].[Na+:15], predict the reaction product. The product is: [Cl:1][C:2]1[C:3]([CH2:8][C:9]([O-:11])=[O:10])=[N:4][CH:5]=[CH:6][CH:7]=1.[Na+:15].